This data is from Retrosynthesis with 50K atom-mapped reactions and 10 reaction types from USPTO. The task is: Predict the reactants needed to synthesize the given product. (1) Given the product O=C(O)CSC(=O)c1ccccc1, predict the reactants needed to synthesize it. The reactants are: O=C(Cl)c1ccccc1.O=C(O)CS. (2) Given the product CN(C)C(=O)c1cc2cc(NS(=O)(=O)c3cc(Cl)cc(Cl)c3)ccc2[nH]1, predict the reactants needed to synthesize it. The reactants are: CNC.O=C(O)c1cc2cc(NS(=O)(=O)c3cc(Cl)cc(Cl)c3)ccc2[nH]1. (3) Given the product COc1ccc2[nH]cc(/C=C3\Oc4cc(O)cc(O)c4C3=O)c2n1, predict the reactants needed to synthesize it. The reactants are: COc1ccc2[nH]cc(C=O)c2n1.O=C1COc2cc(O)cc(O)c21. (4) Given the product CN(C)C(=O)COc1cccc(-n2nc(C(F)(F)F)cc2-c2ccc(-c3cccc(S(C)(=O)=O)c3)s2)c1, predict the reactants needed to synthesize it. The reactants are: CN(C)C(=O)CCl.CS(=O)(=O)c1cccc(-c2ccc(-c3cc(C(F)(F)F)nn3-c3cccc(O)c3)s2)c1. (5) Given the product COc1nsc(NCC(N)=O)n1, predict the reactants needed to synthesize it. The reactants are: COc1nsc(Cl)n1.NCC(N)=O. (6) Given the product OC(c1ccc(Oc2ccc(Cl)cc2Cl)cc1)C(F)n1cncn1, predict the reactants needed to synthesize it. The reactants are: O=C(c1ccc(Oc2ccc(Cl)cc2Cl)cc1)C(F)n1cncn1. (7) Given the product COC(=O)Cc1ccc(Oc2ccc(CN3CCC(N4C(=O)N(C5CCCC5)C[C@H]4CC(C)C)CC3)c(C)n2)cc1, predict the reactants needed to synthesize it. The reactants are: CC(C)C[C@@H]1CN(C2CCCC2)C(=O)N1C1CCNCC1.COC(=O)Cc1ccc(Oc2ccc(C=O)c(C)n2)cc1.